This data is from Full USPTO retrosynthesis dataset with 1.9M reactions from patents (1976-2016). The task is: Predict the reactants needed to synthesize the given product. (1) The reactants are: [C:1]([C:4]1[NH:8][N:7]=[C:6]([O:9][S:10]([C:13]2[CH:18]=[CH:17][C:16]([CH3:19])=[CH:15][CH:14]=2)(=[O:12])=[O:11])[C:5]=1[CH:20]1[CH2:24][CH2:23][CH2:22][CH2:21]1)(=O)[CH3:2].[F:25][C:26]1[CH:35]=[CH:34][CH:33]=[CH:32][C:27]=1[C:28]([NH:30][NH2:31])=O.C1C=CC(C2C=CC=CC=2)=CC=1.C1C=CC(OC2C=CC=CC=2)=CC=1. Given the product [CH:20]1([C:5]2[C:6]([O:9][S:10]([C:13]3[CH:18]=[CH:17][C:16]([CH3:19])=[CH:15][CH:14]=3)(=[O:12])=[O:11])=[N:7][N:8]3[C:4]=2[C:1]([CH3:2])=[N:31][N:30]=[C:28]3[C:27]2[CH:32]=[CH:33][CH:34]=[CH:35][C:26]=2[F:25])[CH2:24][CH2:23][CH2:22][CH2:21]1, predict the reactants needed to synthesize it. (2) Given the product [Cl:1][C:2]1[CH:7]=[C:6]([Cl:8])[CH:5]=[CH:4][C:3]=1[CH:9]([N:11]1[C:15]([CH:16]=[CH:30][C:31]([O:33][CH2:34][CH3:35])=[O:32])=[CH:14][C:13]([O:18][CH:19]([CH3:21])[CH3:20])=[N:12]1)[CH3:10], predict the reactants needed to synthesize it. The reactants are: [Cl:1][C:2]1[CH:7]=[C:6]([Cl:8])[CH:5]=[CH:4][C:3]=1[CH:9]([N:11]1[C:15]([CH:16]=O)=[CH:14][C:13]([O:18][CH:19]([CH3:21])[CH3:20])=[N:12]1)[CH3:10].C(OP([CH2:30][C:31]([O:33][CH2:34][CH3:35])=[O:32])(OCC)=O)C.[H-].[Na+].O.